This data is from Full USPTO retrosynthesis dataset with 1.9M reactions from patents (1976-2016). The task is: Predict the reactants needed to synthesize the given product. (1) Given the product [Cl:12][C:7]1[N:8]=[C:9]([Cl:11])[C:10]2[C:2]([CH3:14])=[CH:3][NH:4][C:5]=2[N:6]=1, predict the reactants needed to synthesize it. The reactants are: Br[C:2]1[C:10]2[C:9]([Cl:11])=[N:8][C:7]([Cl:12])=[N:6][C:5]=2[NH:4][CH:3]=1.[Li][CH2:14]CCC.CI. (2) Given the product [Cl:1][C:2]1[C:6]([S:7]([C:10]([CH:13]2[CH2:18][CH2:17][NH:16][CH2:15][CH2:14]2)([CH3:12])[CH3:11])(=[O:8])=[O:9])=[CH:5][N:4]([CH3:19])[N:3]=1, predict the reactants needed to synthesize it. The reactants are: [Cl:1][C:2]1[C:6]([S:7]([C:10]([C:13]2[CH:18]=[CH:17][N:16]=[CH:15][CH:14]=2)([CH3:12])[CH3:11])(=[O:9])=[O:8])=[CH:5][N:4]([CH3:19])[N:3]=1. (3) The reactants are: Cl[C:2]1[C:3]2[CH:10]=[C:9]([CH2:11][CH3:12])[S:8][C:4]=2[N:5]=[CH:6][N:7]=1.[NH2:13][CH2:14][C:15]1[C:16]([CH3:30])=[CH:17][C:18]([NH:22]C(=O)OC(C)(C)C)=[N:19][C:20]=1[CH3:21].CC(OC)(C)C. Given the product [NH2:22][C:18]1[N:19]=[C:20]([CH3:21])[C:15]([CH2:14][NH:13][C:2]2[C:3]3[CH:10]=[C:9]([CH2:11][CH3:12])[S:8][C:4]=3[N:5]=[CH:6][N:7]=2)=[C:16]([CH3:30])[CH:17]=1, predict the reactants needed to synthesize it. (4) Given the product [F:19][C:17]([F:18])([F:20])[C:14]1[CH:15]=[CH:16][C:10]2[O:9][C:8]([C:6]([OH:7])=[O:5])=[CH:12][C:11]=2[CH:13]=1, predict the reactants needed to synthesize it. The reactants are: [OH-].[Li+].C([O:5][C:6]([C:8]1[O:9][C:10]2[CH:16]=[CH:15][C:14]([C:17]([F:20])([F:19])[F:18])=[CH:13][C:11]=2[CH:12]=1)=[O:7])C. (5) Given the product [CH3:1][O:2][C:3](=[O:16])[C:4]1[CH:9]=[C:8]([C:24]2[N:20]([CH:17]([CH3:19])[CH3:18])[N:21]=[CH:22][CH:23]=2)[C:7]([C:11]([F:14])([F:13])[CH3:12])=[CH:6][C:5]=1[NH2:15], predict the reactants needed to synthesize it. The reactants are: [CH3:1][O:2][C:3](=[O:16])[C:4]1[CH:9]=[C:8](I)[C:7]([C:11]([F:14])([F:13])[CH3:12])=[CH:6][C:5]=1[NH2:15].[CH:17]([N:20]1[C:24]([Sn](CCCC)(CCCC)CCCC)=[CH:23][CH:22]=[N:21]1)([CH3:19])[CH3:18]. (6) Given the product [Cl:26][C:21]1[CH:20]=[C:19]([CH:24]=[C:23]([Cl:25])[CH:22]=1)[CH2:18][N:14]1[CH:15]=[CH:16][CH:17]=[C:12]([C:10]([NH:9][C@@H:5]([CH2:4][CH2:3][CH2:2][NH:1][C:39](=[NH:44])[CH3:40])[C:6]([OH:8])=[O:7])=[O:11])[C:13]1=[O:27].[C:28]([OH:34])([C:30]([F:33])([F:32])[F:31])=[O:29], predict the reactants needed to synthesize it. The reactants are: [NH2:1][CH2:2][CH2:3][CH2:4][C@H:5]([NH:9][C:10]([C:12]1[C:13](=[O:27])[N:14]([CH2:18][C:19]2[CH:24]=[C:23]([Cl:25])[CH:22]=[C:21]([Cl:26])[CH:20]=2)[CH:15]=[CH:16][CH:17]=1)=[O:11])[C:6]([OH:8])=[O:7].[C:28]([OH:34])([C:30]([F:33])([F:32])[F:31])=[O:29].C(O)C.Cl.[C:39](=[NH:44])(OCC)[CH3:40]. (7) Given the product [F:15][C:16]1[CH:24]=[CH:23][C:19]([C:20]([N:8]2[CH2:13][CH2:12][C:11](=[O:14])[CH2:10][CH2:9]2)=[O:21])=[CH:18][CH:17]=1, predict the reactants needed to synthesize it. The reactants are: FC(F)(F)C(O)=O.[NH:8]1[CH2:13][CH2:12][C:11](=[O:14])[CH2:10][CH2:9]1.[F:15][C:16]1[CH:24]=[CH:23][C:19]([C:20](O)=[O:21])=[CH:18][CH:17]=1. (8) Given the product [OH2:1].[ClH:46].[OH:1][C:2]([C:34]1[CH:35]=[CH:36][CH:37]=[CH:38][CH:39]=1)([C:28]1[CH:29]=[CH:30][CH:31]=[CH:32][CH:33]=1)[CH:3]1[CH2:8][CH2:7][N:6]([CH2:9][CH2:10][CH2:11][CH:12]([C:14]2[CH:19]=[CH:18][C:17]([C:20]([CH3:27])([CH3:26])[C:21]([OH:23])=[O:22])=[CH:16][CH:15]=2)[OH:13])[CH2:5][CH2:4]1, predict the reactants needed to synthesize it. The reactants are: [OH:1][C:2]([C:34]1[CH:39]=[CH:38][CH:37]=[CH:36][CH:35]=1)([C:28]1[CH:33]=[CH:32][CH:31]=[CH:30][CH:29]=1)[CH:3]1[CH2:8][CH2:7][N:6]([CH2:9][CH2:10][CH2:11][C:12]([C:14]2[CH:19]=[CH:18][C:17]([C:20]([CH3:27])([CH3:26])[C:21]([O:23]CC)=[O:22])=[CH:16][CH:15]=2)=[O:13])[CH2:5][CH2:4]1.[OH-].[Na+].CC(C)=O.[ClH:46].